From a dataset of Reaction yield outcomes from USPTO patents with 853,638 reactions. Predict the reaction yield, written as a fraction of the theoretical maximum amount of product (1.0 means a 100% yield; for example, 0.34 means a 34% yield). (1) The reactants are Cl.C([N:9]1[CH2:13][CH2:12][C@@H:11]([C:14]([C:27]#[N:28])([C:21]2[CH:26]=[CH:25][CH:24]=[CH:23][CH:22]=2)[C:15]2[CH:20]=[CH:19][CH:18]=[CH:17][CH:16]=2)[CH2:10]1)C1C=CC=CC=1.C([O-])=O.[NH4+].O. The catalyst is CO.[Pd]. The product is [C:27]([C:14]([C@@H:11]1[CH2:12][CH2:13][NH:9][CH2:10]1)([C:21]1[CH:22]=[CH:23][CH:24]=[CH:25][CH:26]=1)[C:15]1[CH:20]=[CH:19][CH:18]=[CH:17][CH:16]=1)#[N:28]. The yield is 0.997. (2) The reactants are FC(F)(F)C(O)=O.[NH2:8][CH2:9][CH2:10][CH2:11][C:12]1[C:13]([C:17]2[N:21]([C:22]3[CH:27]=[CH:26][C:25]([F:28])=[C:24]([Cl:29])[CH:23]=3)C(=O)[O:19][N:18]=2)=[N:14][O:15][N:16]=1.[S:31](N)([NH2:34])(=[O:33])=[O:32].[OH-].[Na+]. The catalyst is N1C=CC=CC=1.O. The product is [NH2:34][S:31]([NH:8][CH2:9][CH2:10][CH2:11][C:12]1[C:13]([C:17](=[N:18][OH:19])[NH:21][C:22]2[CH:27]=[CH:26][C:25]([F:28])=[C:24]([Cl:29])[CH:23]=2)=[N:14][O:15][N:16]=1)(=[O:33])=[O:32]. The yield is 0.840. (3) The reactants are CS(O)(=O)=O.[NH2:6][CH2:7][C:8]1[CH:9]=[C:10]2[C:14](=[CH:15][CH:16]=1)[C:13](=[O:17])[N:12]([CH:18]1[CH2:23][CH2:22][C:21](=[O:24])[NH:20][C:19]1=[O:25])[CH2:11]2.[C:26](N1C=CN=C1)(N1C=CN=C1)=[O:27].[NH2:38][C:39]1[CH:40]=[C:41]2[C:46](=[CH:47][CH:48]=1)[CH2:45][N:44]([C:49]([O:51][C:52]([CH3:55])([CH3:54])[CH3:53])=[O:50])[CH2:43][CH2:42]2.O. The catalyst is CN(C=O)C. The product is [C:52]([O:51][C:49]([N:44]1[CH2:43][CH2:42][C:41]2[C:46](=[CH:47][CH:48]=[C:39]([NH:38][C:26]([NH:6][CH2:7][C:8]3[CH:9]=[C:10]4[C:14](=[CH:15][CH:16]=3)[C:13](=[O:17])[N:12]([CH:18]3[CH2:23][CH2:22][C:21](=[O:24])[NH:20][C:19]3=[O:25])[CH2:11]4)=[O:27])[CH:40]=2)[CH2:45]1)=[O:50])([CH3:55])([CH3:54])[CH3:53]. The yield is 0.530. (4) The reactants are [C:1]1([CH:7]2[CH2:14][CH:10]3[CH2:11][NH:12][CH2:13][CH:9]3[CH2:8]2)[CH:6]=[CH:5][CH:4]=[CH:3][CH:2]=1.C(=O)([O-])[O-].[K+].[K+].Br[CH2:22][C:23]([C:25]1[CH:30]=[CH:29][C:28]([OH:31])=[CH:27][CH:26]=1)=[O:24]. The catalyst is CN(C)C=O.O. The product is [OH:31][C:28]1[CH:29]=[CH:30][C:25]([C:23](=[O:24])[CH2:22][N:12]2[CH2:13][CH:9]3[CH2:8][CH:7]([C:1]4[CH:2]=[CH:3][CH:4]=[CH:5][CH:6]=4)[CH2:14][CH:10]3[CH2:11]2)=[CH:26][CH:27]=1. The yield is 0.630. (5) The reactants are [Cl:1][C:2]1[CH:7]=[CH:6][C:5]([C:8]2([OH:35])[CH2:13][CH2:12][N:11]([CH2:14][CH2:15][CH:16]=[C:17]3[C:23]4[CH:24]=[CH:25][CH:26]=[N:27][C:22]=4[CH2:21][O:20][C:19]4[CH:28]=[CH:29][C:30]([OH:32])=[CH:31][C:18]3=4)[CH2:10][C:9]2([CH3:34])[CH3:33])=[CH:4][CH:3]=1.[H-].[Na+].CN(C)[CH:40]=[O:41]. No catalyst specified. The product is [CH2:19]([O:20][C:40](=[O:41])[C:2]([O:32][C:30]1[CH:29]=[CH:28][C:19]2[O:20][CH2:21][C:22]3[N:27]=[CH:26][CH:25]=[CH:24][C:23]=3[C:17](=[CH:16][CH2:15][CH2:14][N:11]3[CH2:12][CH2:13][C:8]([C:5]4[CH:6]=[CH:7][C:2]([Cl:1])=[CH:3][CH:4]=4)([OH:35])[C:9]([CH3:33])([CH3:34])[CH2:10]3)[C:18]=2[CH:31]=1)([CH3:7])[CH3:3])[CH3:18]. The yield is 0.760. (6) The reactants are [F:1][C:2]1[CH:3]=[C:4]([C:34]2[CH:39]=[CH:38][CH:37]=[CH:36][C:35]=2[C:40]2[NH:44][C:43](=[O:45])[O:42][N:41]=2)[CH:5]=[CH:6][C:7]=1[CH2:8][C:9]1[C:10](=[O:33])[N:11]([C:19]2[CH:24]=[CH:23][C:22]([O:25][CH:26]3[CH2:31][CH2:30][CH:29]([OH:32])[CH2:28][CH2:27]3)=[CH:21][CH:20]=2)[C:12]([CH3:18])=[N:13][C:14]=1[CH2:15][CH2:16][CH3:17].CC(OI1(OC(C)=O)(OC(C)=O)OC(=O)C2C1=CC=CC=2)=O.C(OCC)(=O)C.S([O-])([O-])(=O)=S.[Na+].[Na+]. The catalyst is C(Cl)Cl.O. The product is [F:1][C:2]1[CH:3]=[C:4]([C:34]2[CH:39]=[CH:38][CH:37]=[CH:36][C:35]=2[C:40]2[NH:44][C:43](=[O:45])[O:42][N:41]=2)[CH:5]=[CH:6][C:7]=1[CH2:8][C:9]1[C:10](=[O:33])[N:11]([C:19]2[CH:20]=[CH:21][C:22]([O:25][CH:26]3[CH2:31][CH2:30][C:29](=[O:32])[CH2:28][CH2:27]3)=[CH:23][CH:24]=2)[C:12]([CH3:18])=[N:13][C:14]=1[CH2:15][CH2:16][CH3:17]. The yield is 0.880. (7) The reactants are CC(OI1(OC(C)=O)(OC(C)=O)OC(=O)C2C=CC=CC1=2)=O.C(O)(C)(C)C.[CH2:28]([O:30][C:31](=[O:49])[CH:32](O)[CH:33]([CH3:47])[C:34](=O)[C:35]1[S:39][C:38]([C:40]2[CH:45]=[CH:44][CH:43]=[CH:42][CH:41]=2)=[N:37][CH:36]=1)[CH3:29].C(O)(=O)C.O.[NH2:55][NH2:56]. The catalyst is ClCCl. The product is [CH2:28]([O:30][C:31]([C:32]1[NH:55][N:56]=[C:34]([C:35]2[S:39][C:38]([C:40]3[CH:45]=[CH:44][CH:43]=[CH:42][CH:41]=3)=[N:37][CH:36]=2)[C:33]=1[CH3:47])=[O:49])[CH3:29]. The yield is 0.250.